Predict which catalyst facilitates the given reaction. From a dataset of Catalyst prediction with 721,799 reactions and 888 catalyst types from USPTO. (1) Reactant: Br[CH2:2][C:3](=[O:31])[C@@H:4]([NH:13][C:14]([O:16][CH2:17][CH:18]1[C:30]2[CH:29]=[CH:28][CH:27]=[CH:26][C:25]=2[C:24]2[C:19]1=[CH:20][CH:21]=[CH:22][CH:23]=2)=[O:15])[CH2:5][C:6]([O:8][C:9]([CH3:12])([CH3:11])[CH3:10])=[O:7].[N-:32]=[N+:33]=[N-:34].[Na+]. Product: [N:32]([CH2:2][C:3](=[O:31])[C@@H:4]([NH:13][C:14]([O:16][CH2:17][CH:18]1[C:30]2[CH:29]=[CH:28][CH:27]=[CH:26][C:25]=2[C:24]2[C:19]1=[CH:20][CH:21]=[CH:22][CH:23]=2)=[O:15])[CH2:5][C:6]([O:8][C:9]([CH3:12])([CH3:11])[CH3:10])=[O:7])=[N+:33]=[N-:34]. The catalyst class is: 3. (2) Reactant: [C:1]([O-:4])(=[O:3])[CH3:2].[Na+].Br[CH2:7][C:8]1[C:32]([CH3:33])=[CH:31][C:11]2[N:12]=[C:13]3[C:18]([N:19]([CH2:20][CH2:21][CH2:22][C:23]4[CH:28]=[CH:27][CH:26]=[CH:25][CH:24]=4)[C:10]=2[CH:9]=1)=[N:17][C:16](=[O:29])[NH:15][C:14]3=[O:30]. Product: [C:1]([O:4][CH2:7][C:8]1[C:32]([CH3:33])=[CH:31][C:11]2[N:12]=[C:13]3[C:18]([N:19]([CH2:20][CH2:21][CH2:22][C:23]4[CH:28]=[CH:27][CH:26]=[CH:25][CH:24]=4)[C:10]=2[CH:9]=1)=[N:17][C:16](=[O:29])[NH:15][C:14]3=[O:30])(=[O:3])[CH3:2]. The catalyst class is: 3. (3) Reactant: Cl[C:2]([O:4][C:5]1[CH:10]=[CH:9][C:8]([N+:11]([O-:13])=[O:12])=[CH:7][CH:6]=1)=[O:3].C(N(CC)CC)C.[NH2:21][C@H:22]1[CH2:27][CH2:26][CH2:25][N:24]([C:28]([O:30][C:31]([CH3:34])([CH3:33])[CH3:32])=[O:29])[CH2:23]1. Product: [N+:11]([C:8]1[CH:9]=[CH:10][C:5]([O:4][C:2]([NH:21][C@H:22]2[CH2:27][CH2:26][CH2:25][N:24]([C:28]([O:30][C:31]([CH3:34])([CH3:33])[CH3:32])=[O:29])[CH2:23]2)=[O:3])=[CH:6][CH:7]=1)([O-:13])=[O:12]. The catalyst class is: 2. (4) Reactant: [C:1]([O:5][C@@H:6]([C:11]1[C:36]([CH3:37])=[CH:35][C:14]2[N:15]=[C:16]([N:18]3[CH:23]=[CH:22][CH:21]=[C:20]([C:24]4[CH:25]=[C:26]5[C:30](=[CH:31][CH:32]=4)[N:29]([CH3:33])[N:28]=[CH:27]5)[C:19]3=[O:34])[S:17][C:13]=2[C:12]=1[C:38]1[CH:43]=[CH:42][C:41]([Cl:44])=[CH:40][CH:39]=1)[C:7]([O:9]C)=[O:8])([CH3:4])([CH3:3])[CH3:2].[OH-].[Na+]. Product: [C:1]([O:5][C@@H:6]([C:11]1[C:36]([CH3:37])=[CH:35][C:14]2[N:15]=[C:16]([N:18]3[CH:23]=[CH:22][CH:21]=[C:20]([C:24]4[CH:25]=[C:26]5[C:30](=[CH:31][CH:32]=4)[N:29]([CH3:33])[N:28]=[CH:27]5)[C:19]3=[O:34])[S:17][C:13]=2[C:12]=1[C:38]1[CH:39]=[CH:40][C:41]([Cl:44])=[CH:42][CH:43]=1)[C:7]([OH:9])=[O:8])([CH3:4])([CH3:2])[CH3:3]. The catalyst class is: 36. (5) Reactant: [CH3:1][O:2][C:3]1[CH:12]=[CH:11][C:6]2[C:7]([CH3:10])=[N:8][O:9][C:5]=2[C:4]=1[CH2:13][CH2:14][N:15]1[CH2:20][CH2:19][CH:18]([N:21]2[C:29]3[C:24](=[CH:25][CH:26]=[C:27]([C:30]([NH2:32])=[O:31])[CH:28]=3)[CH:23]=[CH:22]2)[CH2:17][CH2:16]1.[H-].[Na+].[CH3:35]I.O. Product: [CH3:1][O:2][C:3]1[CH:12]=[CH:11][C:6]2[C:7]([CH3:10])=[N:8][O:9][C:5]=2[C:4]=1[CH2:13][CH2:14][N:15]1[CH2:20][CH2:19][CH:18]([N:21]2[C:29]3[C:24](=[CH:25][CH:26]=[C:27]([C:30]([NH:32][CH3:35])=[O:31])[CH:28]=3)[CH:23]=[CH:22]2)[CH2:17][CH2:16]1. The catalyst class is: 42. (6) Reactant: [CH3:1][N:2]([CH3:8])[C@H:3]1[CH2:7][CH2:6][NH:5][CH2:4]1.[C:9]([N:12]([CH3:38])[CH2:13][CH2:14][N:15]([CH3:37])[C:16]([C:18]1[O:19][C:20]2[C:26](F)=[C:25]([C:28]3[CH:33]=[CH:32][CH:31]=[CH:30][CH:29]=3)[C:24]([CH3:34])=[C:23]([C:35]#[N:36])[C:21]=2[N:22]=1)=[O:17])(=[O:11])[CH3:10].C(N(CC)CC)C. Product: [C:9]([N:12]([CH3:38])[CH2:13][CH2:14][N:15]([CH3:37])[C:16]([C:18]1[O:19][C:20]2[C:26]([N:5]3[CH2:6][CH2:7][C@H:3]([N:2]([CH3:8])[CH3:1])[CH2:4]3)=[C:25]([C:28]3[CH:29]=[CH:30][CH:31]=[CH:32][CH:33]=3)[C:24]([CH3:34])=[C:23]([C:35]#[N:36])[C:21]=2[N:22]=1)=[O:17])(=[O:11])[CH3:10]. The catalyst class is: 16.